This data is from Forward reaction prediction with 1.9M reactions from USPTO patents (1976-2016). The task is: Predict the product of the given reaction. (1) Given the reactants C([Mg]Br)C.[I:5][C:6]1[N:7]=[C:8]2[C:14]3[CH:15]=[CH:16][C:17]([C:19]([O:21][CH3:22])=[O:20])=[CH:18][C:13]=3[O:12][CH2:11][CH2:10][N:9]2[C:23]=1I.[NH4+].[Cl-], predict the reaction product. The product is: [I:5][C:6]1[N:7]=[C:8]2[C:14]3[CH:15]=[CH:16][C:17]([C:19]([O:21][CH3:22])=[O:20])=[CH:18][C:13]=3[O:12][CH2:11][CH2:10][N:9]2[CH:23]=1. (2) Given the reactants [C:1]1([CH2:7][CH2:8][N:9]([CH2:21][C:22]2[CH:41]=[CH:40][C:25]([CH2:26][O:27][C:28]3[CH:33]=[CH:32][C:31]([CH2:34][CH2:35][C:36]([O:38]C)=[O:37])=[CH:30][CH:29]=3)=[CH:24][CH:23]=2)[C:10]2[S:11][CH:12]=[C:13]([C:15]3[CH:20]=[CH:19][CH:18]=[CH:17][CH:16]=3)[N:14]=2)[CH:6]=[CH:5][CH:4]=[CH:3][CH:2]=1.O1CCCC1.O.[OH-].[Li+].Cl, predict the reaction product. The product is: [C:1]1([CH2:7][CH2:8][N:9]([CH2:21][C:22]2[CH:23]=[CH:24][C:25]([CH2:26][O:27][C:28]3[CH:29]=[CH:30][C:31]([CH2:34][CH2:35][C:36]([OH:38])=[O:37])=[CH:32][CH:33]=3)=[CH:40][CH:41]=2)[C:10]2[S:11][CH:12]=[C:13]([C:15]3[CH:20]=[CH:19][CH:18]=[CH:17][CH:16]=3)[N:14]=2)[CH:6]=[CH:5][CH:4]=[CH:3][CH:2]=1. (3) Given the reactants Cl[C:2]1[N:7]=[C:6]([NH:8][C:9]2[CH:13]=[C:12]([CH2:14][CH2:15][CH2:16][O:17][CH3:18])[NH:11][N:10]=2)[CH:5]=[CH:4][N:3]=1.[CH:19]1([C:23]2[CH:27]=[C:26]([CH2:28][NH2:29])[O:25][N:24]=2)[CH2:22][CH2:21][CH2:20]1, predict the reaction product. The product is: [CH:19]1([C:23]2[CH:27]=[C:26]([CH2:28][NH:29][C:2]3[N:7]=[C:6]([NH:8][C:9]4[CH:13]=[C:12]([CH2:14][CH2:15][CH2:16][O:17][CH3:18])[NH:11][N:10]=4)[CH:5]=[CH:4][N:3]=3)[O:25][N:24]=2)[CH2:20][CH2:21][CH2:22]1. (4) Given the reactants [F:1][CH:2]([F:13])[C:3]1[S:7][C:6]([C:8]([O:10]CC)=[O:9])=[CH:5][CH:4]=1.[OH-].[Na+], predict the reaction product. The product is: [F:13][CH:2]([F:1])[C:3]1[S:7][C:6]([C:8]([OH:10])=[O:9])=[CH:5][CH:4]=1.